This data is from Catalyst prediction with 721,799 reactions and 888 catalyst types from USPTO. The task is: Predict which catalyst facilitates the given reaction. (1) Reactant: [CH3:1][CH:2]([CH2:4][C@H:5]([NH:31][C:32]([CH2:34][NH:35][C:36]([C@@H:38]([NH:47][C:48]([C@@H:50]([NH:53][C:54]([C@@H:56]([NH:67][C:68]([C@@H:70]([NH:77][C:78]([C@H:80]1[NH:85][C:83](=[O:84])[CH2:82][CH2:81]1)=[O:79])[CH2:71][C:72]1[NH:76][CH:75]=[N:74][CH:73]=1)=[O:69])[CH2:57][C:58]1[C:62]2[CH:63]=[CH:64][CH:65]=[CH:66][C:61]=2[NH:60][CH:59]=1)=[O:55])[CH2:51][OH:52])=[O:49])[CH2:39][C:40]1[CH:41]=[CH:42][C:43]([OH:46])=[CH:44][CH:45]=1)=[O:37])=[O:33])[C:6]([NH:8][C@H:9]([C:17]([N:19]1[C@H:23]([C:24]([NH:26][CH2:27][C:28]([NH2:30])=[O:29])=[O:25])[CH2:22][CH2:21][CH2:20]1)=[O:18])[CH2:10][CH2:11][CH2:12][NH:13][C:14]([NH2:16])=[NH:15])=[O:7])[CH3:3].[CH3:86][C:87]([OH:89])=[O:88].NCC(N[C@H](C(O)=O)CS)=O. Product: [CH3:3][CH:2]([CH2:4][C@H:5]([NH:31][C:32]([CH2:34][NH:35][C:36]([C@@H:38]([NH:47][C:48]([C@@H:50]([NH:53][C:54]([C@@H:56]([NH:67][C:68]([C@@H:70]([NH:77][C:78]([C@H:80]1[NH:85][C:83](=[O:84])[CH2:82][CH2:81]1)=[O:79])[CH2:71][C:72]1[NH:76][CH:75]=[N:74][CH:73]=1)=[O:69])[CH2:57][C:58]1[C:62]2[CH:63]=[CH:64][CH:65]=[CH:66][C:61]=2[NH:60][CH:59]=1)=[O:55])[CH2:51][OH:52])=[O:49])[CH2:39][C:40]1[CH:41]=[CH:42][C:43]([OH:46])=[CH:44][CH:45]=1)=[O:37])=[O:33])[C:6]([NH:8][C@H:9]([C:17]([N:19]1[C@H:23]([C:24]([NH:26][CH2:27][C:28]([NH2:30])=[O:29])=[O:25])[CH2:22][CH2:21][CH2:20]1)=[O:18])[CH2:10][CH2:11][CH2:12][NH:13][C:14]([NH2:16])=[NH:15])=[O:7])[CH3:1].[CH3:86][C:87]([OH:89])=[O:88]. The catalyst class is: 6. (2) Reactant: [Si:1]([O:8][C@H:9]1[CH2:14][CH2:13][C@H:12]([C:15]2[N:16]=[CH:17][C:18]([NH2:21])=[N:19][CH:20]=2)[CH2:11][C@@H:10]1[F:22])([C:4]([CH3:7])([CH3:6])[CH3:5])([CH3:3])[CH3:2].C1C(=O)N([Br:30])C(=O)C1.C([O-])([O-])=O.[Na+].[Na+].CC(OC)(C)C. Product: [Br:30][C:17]1[C:18]([NH2:21])=[N:19][CH:20]=[C:15]([C@H:12]2[CH2:13][CH2:14][C@H:9]([O:8][Si:1]([C:4]([CH3:7])([CH3:5])[CH3:6])([CH3:3])[CH3:2])[C@@H:10]([F:22])[CH2:11]2)[N:16]=1. The catalyst class is: 58. (3) Reactant: [NH:1]=[C:2]1[C:11]2[CH:10]=[C:9]([OH:12])[CH:8]=[CH:7][C:6]=2[CH:5]=[CH:4][CH2:3]1.C[Al](C)C.C[O:18][C:19](=O)[C:20]1[CH:25]=[CH:24][C:23](/[CH:26]=[CH:27]/[C:28]([F:31])([F:30])[F:29])=[CH:22][C:21]=1[CH3:32].C([O-])(O)=O.[Na+]. Product: [OH:12][C:9]1[CH:10]=[C:11]2[C:6]([CH:5]=[CH:4][CH:3]=[C:2]2[NH:1][C:19](=[O:18])[C:20]2[CH:25]=[CH:24][C:23](/[CH:26]=[CH:27]/[C:28]([F:31])([F:30])[F:29])=[CH:22][C:21]=2[CH3:32])=[CH:7][CH:8]=1. The catalyst class is: 11.